Predict the product of the given reaction. From a dataset of Forward reaction prediction with 1.9M reactions from USPTO patents (1976-2016). (1) Given the reactants [NH2:1][CH:2]1[CH:9]2[CH2:10][CH:5]3[CH2:6][CH:7]([CH2:11][CH:3]1[CH2:4]3)[CH2:8]2.[S:12]1[C:16]([CH:17]=O)=[CH:15][CH:14]=[C:13]1[C:19]1[S:20][CH:21]=[CH:22][CH:23]=1, predict the reaction product. The product is: [S:12]1[C:16]([CH2:17][NH:1][CH:2]2[CH:3]3[CH2:11][CH:7]4[CH2:6][CH:5]([CH2:10][CH:9]2[CH2:8]4)[CH2:4]3)=[CH:15][CH:14]=[C:13]1[C:19]1[S:20][CH:21]=[CH:22][CH:23]=1. (2) Given the reactants F[C:2]1[CH:7]=[C:6]([C:8]2[S:16][C:15]3[C:14]([N:17]4[CH2:22][CH2:21][O:20][CH2:19][CH2:18]4)=[N:13][C:12]([C:23]4[CH:24]=[N:25][C:26]([NH2:29])=[N:27][CH:28]=4)=[N:11][C:10]=3[CH:9]=2)[CH:5]=[CH:4][N:3]=1.[NH2:30][CH2:31][CH2:32][S:33]([CH3:36])(=[O:35])=[O:34], predict the reaction product. The product is: [CH3:36][S:33]([CH2:32][CH2:31][NH:30][C:2]1[CH:7]=[C:6]([C:8]2[S:16][C:15]3[C:14]([N:17]4[CH2:18][CH2:19][O:20][CH2:21][CH2:22]4)=[N:13][C:12]([C:23]4[CH:24]=[N:25][C:26]([NH2:29])=[N:27][CH:28]=4)=[N:11][C:10]=3[CH:9]=2)[CH:5]=[CH:4][N:3]=1)(=[O:35])=[O:34]. (3) Given the reactants [Cl:1][C:2]1[CH:3]=[N:4][C:5]2[N:6]([N:8]=[C:9]([CH2:11][OH:12])[N:10]=2)[CH:7]=1.CC1(C)N([O])C(C)(C)CCC1.C(O)(=O)C.C(O)(=O)C.IC1C=CC=CC=1.COC(C)(C)C, predict the reaction product. The product is: [Cl:1][C:2]1[CH:3]=[N:4][C:5]2[N:6]([N:8]=[C:9]([CH:11]=[O:12])[N:10]=2)[CH:7]=1. (4) The product is: [CH3:1][C:2]1([CH3:33])[O:6][C:5]2[CH:7]=[CH:8][C:9]([O:11][CH2:12][CH2:13][CH2:14][CH2:15][O:16][C:17]3[C:18]([Cl:32])=[CH:19][C:20]([OH:24])=[CH:21][C:22]=3[Cl:23])=[CH:10][C:4]=2[O:3]1. Given the reactants [CH3:1][C:2]1([CH3:33])[O:6][C:5]2[CH:7]=[CH:8][C:9]([O:11][CH2:12][CH2:13][CH2:14][CH2:15][O:16][C:17]3[C:22]([Cl:23])=[CH:21][C:20]([O:24]CC4C=CC=CC=4)=[CH:19][C:18]=3[Cl:32])=[CH:10][C:4]=2[O:3]1, predict the reaction product. (5) Given the reactants [N:1]1([C@H:9]2[CH2:14][C@H:13]([OH:15])[C@@H:12]([CH2:16][OH:17])[O:11][CH2:10]2)[CH:8]=[CH:7][C:5](=[O:6])[NH:4][C:2]1=[O:3].[O-:18][P:19]([O:22][P:23]([O:26][P:27]([O-])([O-:29])=[O:28])([O-:25])=[O:24])(=[O:21])[O-:20].[Li+].[Li+].P(OC[C@H]1OC[C@@H](N2C=CC(=O)NC2=O)C[C@@H]1O)([O-])([O-])=O.N1CCOCC1.CN(C=O)C, predict the reaction product. The product is: [P:27]([O:17][CH2:16][C@H:12]1[O:11][CH2:10][C@@H:9]([N:1]2[CH:8]=[CH:7][C:5](=[O:6])[NH:4][C:2]2=[O:3])[CH2:14][C@@H:13]1[OH:15])([O:26][P:23]([O:22][P:19]([OH:20])([OH:21])=[O:18])([OH:25])=[O:24])(=[O:28])[OH:29]. (6) Given the reactants C(O)(C(F)(F)F)=O.[NH2:8][C:9]1[N:17]=[CH:16][N:15]=[C:14]2[C:10]=1[N:11]=[CH:12][N:13]2[C@H:18]1[C@@H:22]2[O:23]C(C)(C)[O:25][C@@H:21]2[C@@H:20]([CH2:28][N:29]([CH:48]([CH3:50])[CH3:49])[CH2:30][CH2:31][CH2:32][CH2:33][NH:34][C:35]([NH:37][C:38]2[CH:43]=[CH:42][C:41]([C:44]([CH3:47])([CH3:46])[CH3:45])=[CH:40][CH:39]=2)=[O:36])[O:19]1, predict the reaction product. The product is: [NH2:8][C:9]1[N:17]=[CH:16][N:15]=[C:14]2[C:10]=1[N:11]=[CH:12][N:13]2[C@@H:18]1[O:19][C@H:20]([CH2:28][N:29]([CH:48]([CH3:49])[CH3:50])[CH2:30][CH2:31][CH2:32][CH2:33][NH:34][C:35]([NH:37][C:38]2[CH:39]=[CH:40][C:41]([C:44]([CH3:47])([CH3:46])[CH3:45])=[CH:42][CH:43]=2)=[O:36])[C@@H:21]([OH:25])[C@H:22]1[OH:23]. (7) Given the reactants C(N(C(C)C)CC)(C)C.[F:10][C:11]([F:33])([F:32])[C:12]1[CH:17]=[CH:16][C:15]([NH:18][C:19]2[C:20]3[CH2:31][CH2:30][NH:29][CH2:28][C:21]=3[N:22]=[C:23]([CH2:25][O:26][CH3:27])[N:24]=2)=[CH:14][CH:13]=1.Cl[C:35]1[C:40]([Cl:41])=[CH:39][CH:38]=[CH:37][N:36]=1, predict the reaction product. The product is: [Cl:41][C:40]1[C:35]([N:29]2[CH2:30][CH2:31][C:20]3[C:19]([NH:18][C:15]4[CH:16]=[CH:17][C:12]([C:11]([F:10])([F:32])[F:33])=[CH:13][CH:14]=4)=[N:24][C:23]([CH2:25][O:26][CH3:27])=[N:22][C:21]=3[CH2:28]2)=[N:36][CH:37]=[CH:38][CH:39]=1.